This data is from Reaction yield outcomes from USPTO patents with 853,638 reactions. The task is: Predict the reaction yield, written as a fraction of the theoretical maximum amount of product (1.0 means a 100% yield; for example, 0.34 means a 34% yield). (1) The reactants are [CH3:1][O:2][C:3]1[S:7][C:6]([C:8]([OH:10])=[O:9])=[CH:5][CH:4]=1.OS(O)(=O)=O.[C:16]([O-])(O)=O.[Na+].[OH-].[Na+]. The catalyst is CO. The product is [CH3:1][O:2][C:3]1[S:7][C:6]([C:8]([O:10][CH3:16])=[O:9])=[CH:5][CH:4]=1. The yield is 0.560. (2) The reactants are O[CH:2]([C:4]1[O:5][C:6](=[O:28])[C:7]2[C:12]([C:13]=1[C:14]1[CH:19]=[CH:18][C:17]([CH2:20][N:21]3[CH2:26][CH2:25][N:24]([CH3:27])[CH2:23][CH2:22]3)=[CH:16][CH:15]=1)=[CH:11][CH:10]=[CH:9][CH:8]=2)[CH3:3].[F:29][C:30]1[CH:31]=[C:32]([C:38]2[C:46]3[C:41](=[N:42][CH:43]=[N:44][C:45]=3[NH2:47])[NH:40][N:39]=2)[CH:33]=[C:34]([O:36][CH3:37])[CH:35]=1. No catalyst specified. The product is [NH2:47][C:45]1[N:44]=[CH:43][N:42]=[C:41]2[N:40]([CH:2]([C:4]3[O:5][C:6](=[O:28])[C:7]4[C:12]([C:13]=3[C:14]3[CH:15]=[CH:16][C:17]([CH2:20][N:21]5[CH2:26][CH2:25][N:24]([CH3:27])[CH2:23][CH2:22]5)=[CH:18][CH:19]=3)=[CH:11][CH:10]=[CH:9][CH:8]=4)[CH3:3])[N:39]=[C:38]([C:32]3[CH:33]=[C:34]([O:36][CH3:37])[CH:35]=[C:30]([F:29])[CH:31]=3)[C:46]=12. The yield is 0.0798. (3) The reactants are [N:1]1[C:10]2[C:5](=[CH:6][C:7]([C:11]#[N:12])=[CH:8][CH:9]=2)[CH:4]=[CH:3][CH:2]=1. The catalyst is N.CO.[Ni]. The product is [N:1]1[C:10]2[C:5](=[CH:6][C:7]([CH2:11][NH2:12])=[CH:8][CH:9]=2)[CH:4]=[CH:3][CH:2]=1. The yield is 0.820. (4) The reactants are [F:1][C:2]1[CH:7]=[CH:6][CH:5]=[CH:4][C:3]=1B(O)O.Br[C:12]1[C:21]2[C:16](=[CH:17][CH:18]=[CH:19][CH:20]=2)[CH:15]=[CH:14][C:13]=1[OH:22].C1(C)C=CC=CC=1P(C1C=CC=CC=1C)C1C=CC=CC=1C.C(=O)([O-])[O-].[K+].[K+]. The catalyst is C([O-])(=O)C.[Pd+2].C([O-])(=O)C.C(O)C.C1(C)C=CC=CC=1. The product is [F:1][C:2]1[CH:7]=[CH:6][CH:5]=[CH:4][C:3]=1[C:12]1[C:21]2[C:16](=[CH:17][CH:18]=[CH:19][CH:20]=2)[CH:15]=[CH:14][C:13]=1[OH:22]. The yield is 0.690. (5) The reactants are [CH2:1]([O:5][C:6]1[N:14]=[C:13]2[C:9]([NH:10][C:11]([O:15][CH3:16])=[N:12]2)=[C:8]([NH2:17])[N:7]=1)[CH2:2][CH2:3][CH3:4].[Br:18][CH2:19][CH2:20][CH2:21][CH2:22][CH2:23]CCBr. No catalyst specified. The product is [Br:18][CH2:19][CH2:20][CH2:21][CH2:22][CH2:23][N:12]1[C:11]([O:15][CH3:16])=[N:10][C:9]2[C:13]1=[N:14][C:6]([O:5][CH2:1][CH2:2][CH2:3][CH3:4])=[N:7][C:8]=2[NH2:17]. The yield is 0.490. (6) The reactants are Br[C:2]1[CH:7]=[CH:6][CH:5]=[CH:4][C:3]=1[S:8][C:9]([CH3:14])([CH3:13])[C:10]([O-:12])=[O:11].[C:15]([C:17]1[CH:22]=[CH:21][C:20](B(O)O)=[CH:19][CH:18]=1)#[N:16].C(=O)([O-])[O-].[Na+].[Na+].O1CCO[CH2:34][CH2:33]1. The catalyst is C1C=CC([P]([Pd]([P](C2C=CC=CC=2)(C2C=CC=CC=2)C2C=CC=CC=2)([P](C2C=CC=CC=2)(C2C=CC=CC=2)C2C=CC=CC=2)[P](C2C=CC=CC=2)(C2C=CC=CC=2)C2C=CC=CC=2)(C2C=CC=CC=2)C2C=CC=CC=2)=CC=1. The product is [C:15]([C:17]1[CH:22]=[CH:21][C:20]([C:2]2[CH:7]=[CH:6][CH:5]=[CH:4][C:3]=2[S:8][C:9]([CH3:14])([CH3:13])[C:10]([O:12][CH2:33][CH3:34])=[O:11])=[CH:19][CH:18]=1)#[N:16]. The yield is 0.570. (7) The reactants are Cl[C:2]([F:8])([F:7])C(OC)=O.O[C:10]1(OC)[CH:17]=[CH:16][C:13]([CH:14]=[O:15])=[CH:12][CH:11]1[O:18][CH3:19].[C:22](=O)([O-])[O-:23].[K+].[K+].[OH2:28]. The catalyst is CN(C=O)C. The product is [F:7][CH:2]([F:8])[O:28][C:10]1[C:11]([O:18][CH3:19])=[CH:12][C:13]([CH:14]=[O:15])=[CH:16][C:17]=1[O:23][CH3:22]. The yield is 0.390.